The task is: Predict the product of the given reaction.. This data is from Forward reaction prediction with 1.9M reactions from USPTO patents (1976-2016). (1) Given the reactants [CH2:1]([O:8][C:9]1[C:18]2[C:17](=O)[O:16]C(C)(C)[O:14][C:13]=2[CH:12]=[CH:11][CH:10]=1)[C:2]1[CH:7]=[CH:6][CH:5]=[CH:4][CH:3]=1.[H-].C([Al+]CC(C)C)C(C)C, predict the reaction product. The product is: [CH2:1]([O:8][C:9]1[CH:10]=[CH:11][CH:12]=[C:13]([OH:14])[C:18]=1[CH:17]=[O:16])[C:2]1[CH:3]=[CH:4][CH:5]=[CH:6][CH:7]=1. (2) Given the reactants Br([O-])(=O)=O.[Na+].[CH2:6]([OH:13])[C:7]1[CH:12]=[CH:11][CH:10]=[CH:9][CH:8]=1.CC[O:16]CC, predict the reaction product. The product is: [C:6]([OH:16])(=[O:13])[C:7]1[CH:12]=[CH:11][CH:10]=[CH:9][CH:8]=1. (3) Given the reactants C(OC([N:8]1[CH2:13][CH2:12][N:11]([C:14]([C:16]2[C:24]3[C:19](=[CH:20][N:21]=[CH:22][CH:23]=3)[N:18]([C:25]3[CH:30]=[CH:29][CH:28]=[CH:27][CH:26]=3)[C:17]=2[O:31][C:32]2[CH:37]=[C:36]([F:38])[CH:35]=[CH:34][C:33]=2[CH3:39])=[O:15])[CH2:10][CH2:9]1)=O)(C)(C)C.Cl.Cl.Cl.FC1C=CC(C)=C(C=1)OC1N(C2C=CC=CC=2)C2=CN=CC=C2C=1C(N1CCNCC1)=O, predict the reaction product. The product is: [F:38][C:36]1[CH:35]=[CH:34][C:33]([CH3:39])=[C:32]([CH:37]=1)[O:31][C:17]1[N:18]([C:25]2[CH:26]=[CH:27][CH:28]=[CH:29][CH:30]=2)[C:19]2=[CH:20][N:21]=[CH:22][CH:23]=[C:24]2[C:16]=1[C:14]([N:11]1[CH2:10][CH2:9][NH:8][CH2:13][CH2:12]1)=[O:15]. (4) Given the reactants C(N(CC)CC)C.[OH:8][C:9]1[C:14](=[S:15])[CH:13]=[CH:12][O:11][CH:10]=1.[Cl:16][CH:17]([CH3:21])[C:18](Cl)=[O:19], predict the reaction product. The product is: [Cl:16][CH:17]([CH3:21])[C:18]([O:8][C:9]1[C:14](=[S:15])[CH:13]=[CH:12][O:11][CH:10]=1)=[O:19].